Dataset: Reaction yield outcomes from USPTO patents with 853,638 reactions. Task: Predict the reaction yield, written as a fraction of the theoretical maximum amount of product (1.0 means a 100% yield; for example, 0.34 means a 34% yield). (1) The reactants are C[N:2](C)/[CH:3]=[CH:4]/[C:5]([C:7]1[C:12](=[O:13])[CH:11]=[CH:10][N:9]([C:14]2[CH:19]=[CH:18][CH:17]=[C:16]([C:20]([F:23])([F:22])[F:21])[CH:15]=2)[N:8]=1)=O.[F:25][C:26]1[CH:31]=[CH:30][C:29]([F:32])=[CH:28][C:27]=1[NH:33]N. The product is [F:25][C:26]1[CH:31]=[CH:30][C:29]([F:32])=[CH:28][C:27]=1[N:33]1[C:5]([C:7]2[C:12](=[O:13])[CH:11]=[CH:10][N:9]([C:14]3[CH:19]=[CH:18][CH:17]=[C:16]([C:20]([F:23])([F:22])[F:21])[CH:15]=3)[N:8]=2)=[CH:4][CH:3]=[N:2]1. No catalyst specified. The yield is 0.320. (2) The reactants are [N:1]1([C:7]2[N:12]3[CH:13]=[C:14]([CH2:16][OH:17])[N:15]=[C:11]3[CH:10]=[CH:9][CH:8]=2)[CH2:6][CH2:5][O:4][CH2:3][CH2:2]1. The catalyst is C(Cl)(Cl)Cl.[O-2].[O-2].[Mn+4]. The product is [N:1]1([C:7]2[N:12]3[CH:13]=[C:14]([CH:16]=[O:17])[N:15]=[C:11]3[CH:10]=[CH:9][CH:8]=2)[CH2:6][CH2:5][O:4][CH2:3][CH2:2]1. The yield is 0.980. (3) The reactants are [N:1]1[N:2]([C:6]2[CH:13]=[CH:12][C:9]([CH:10]=[O:11])=[CH:8][CH:7]=2)[N:3]=[CH:4][CH:5]=1.[CH:14](Br)(Br)Br.[OH-:18].[K+].[CH3:20][OH:21]. No catalyst specified. The product is [N:1]1[N:2]([C:6]2[CH:7]=[CH:8][C:9]([CH:10]([O:11][CH3:14])[C:20]([OH:21])=[O:18])=[CH:12][CH:13]=2)[N:3]=[CH:4][CH:5]=1. The yield is 0.880.